This data is from Full USPTO retrosynthesis dataset with 1.9M reactions from patents (1976-2016). The task is: Predict the reactants needed to synthesize the given product. (1) Given the product [CH:8]1[CH:9]=[C:1]2[C:10]3[C:11]([C:12]([OH:14])=[O:13])=[CH:15][CH:16]=[CH:17][C:18]=3[C:3](=[O:5])[C:2]2=[CH:6][CH:7]=1, predict the reactants needed to synthesize it. The reactants are: [C:1]1([C:10]2[C:11](=[CH:15][CH:16]=[CH:17][CH:18]=2)[C:12]([OH:14])=[O:13])[C:2](=[CH:6][CH:7]=[CH:8][CH:9]=1)[C:3]([OH:5])=O. (2) The reactants are: [CH:1]([N:4]([CH3:25])[C:5]1[C:6]([C:19]2[CH:24]=[CH:23][CH:22]=[CH:21][CH:20]=2)=[N:7][C:8]2[C:13]([N:14]=1)=[CH:12][C:11]([C:15]([O:17]C)=[O:16])=[CH:10][CH:9]=2)([CH3:3])[CH3:2].[OH-].[Na+].Cl. Given the product [CH:1]([N:4]([CH3:25])[C:5]1[C:6]([C:19]2[CH:24]=[CH:23][CH:22]=[CH:21][CH:20]=2)=[N:7][C:8]2[C:13]([N:14]=1)=[CH:12][C:11]([C:15]([OH:17])=[O:16])=[CH:10][CH:9]=2)([CH3:3])[CH3:2], predict the reactants needed to synthesize it. (3) Given the product [CH3:23][O:22][C:18]1[CH:17]=[C:16]([NH:6][C:5]2[CH:7]=[CH:8][CH:9]=[C:10]([C:11]([F:12])([F:13])[F:14])[C:4]=2[N+:1]([O-:3])=[O:2])[CH:21]=[CH:20][CH:19]=1, predict the reactants needed to synthesize it. The reactants are: [N+:1]([C:4]1[C:10]([C:11]([F:14])([F:13])[F:12])=[CH:9][CH:8]=[CH:7][C:5]=1[NH2:6])([O-:3])=[O:2].I[C:16]1[CH:17]=[C:18]([O:22][CH3:23])[CH:19]=[CH:20][CH:21]=1.CC(C1C=C(C(C)C)C(C2C=CC=CC=2P(C2CCCCC2)C2CCCCC2)=C(C(C)C)C=1)C.C([O-])([O-])=O.[K+].[K+]. (4) Given the product [Br:1][C:2]1[CH:3]=[CH:4][C:5]([O:21][CH3:22])=[C:6]([S:8]([NH:11][C:12]2[CH:13]=[N:14][C:15]([NH2:18])=[CH:16][CH:17]=2)(=[O:9])=[O:10])[CH:7]=1, predict the reactants needed to synthesize it. The reactants are: [Br:1][C:2]1[CH:3]=[CH:4][C:5]([O:21][CH3:22])=[C:6]([S:8]([NH:11][C:12]2[CH:13]=[N:14][C:15]([N+:18]([O-])=O)=[CH:16][CH:17]=2)(=[O:10])=[O:9])[CH:7]=1.Cl[Sn]Cl.O. (5) The reactants are: [NH2:1][C:2]1[C:11]2[C:6](=[CH:7][CH:8]=[C:9]([CH2:12][CH3:13])[CH:10]=2)[O:5][CH2:4][C:3]=1[OH:14].[F:15][C:16]1[CH:17]=[C:18]([CH2:23][C@H:24]([NH:28][C:29](=[O:35])OC(C)(C)C)[C@H:25]2[CH2:27][O:26]2)[CH:19]=[C:20]([F:22])[CH:21]=1.[CH3:36]N(C(ON1N=NC2C=CC=CC1=2)=[N+](C)C)C.F[P-](F)(F)(F)(F)F. Given the product [F:15][C:16]1[CH:17]=[C:18]([CH:19]=[C:20]([F:22])[CH:21]=1)[CH2:23][CH:24]([NH:28][C:29](=[O:35])[CH3:36])[CH:25]([OH:26])[CH2:27][NH:1][C:2]1[C:11]2[C:6](=[CH:7][CH:8]=[C:9]([CH2:12][CH3:13])[CH:10]=2)[O:5][CH2:4][C:3]=1[OH:14], predict the reactants needed to synthesize it. (6) Given the product [O:1]1[CH:5]=[CH:4][C:3]([C:18]2[CH:17]=[CH:16][C:15]([CH2:14][N:9]3[CH:13]=[CH:12][N:11]=[CH:10]3)=[CH:20][N:19]=2)=[CH:2]1, predict the reactants needed to synthesize it. The reactants are: [O:1]1[CH:5]=[CH:4][C:3](B(O)O)=[CH:2]1.[N:9]1([CH2:14][C:15]2[CH:16]=[CH:17][C:18](Br)=[N:19][CH:20]=2)[CH:13]=[CH:12][N:11]=[CH:10]1.